Task: Binary Classification. Given a miRNA mature sequence and a target amino acid sequence, predict their likelihood of interaction.. Dataset: Experimentally validated miRNA-target interactions with 360,000+ pairs, plus equal number of negative samples (1) The miRNA is hsa-miR-455-3p with sequence GCAGUCCAUGGGCAUAUACAC. The protein sequence of the target gene is MAAFMLGSLLRTFKQMVPSSASGQVRSHYVDWRMWRDVKRRKMAYEYADERLRINSLRKNTILPKILQDVADEEIAALPRDSCPVRIRNRCVMTSRPRGVKRRWRLSRIVFRHLADHGQLSGIQRATW. Result: 1 (interaction). (2) The miRNA is mmu-miR-374b-5p with sequence AUAUAAUACAACCUGCUAAGUG. The protein sequence of the target gene is MPGPPASPPPPMLLLLLLLTVGCARAAPLPQTGAGEVPVVEVPSLFVILSVCSLLILIVLIANCVSCCKDPEIDFKEFEDNFDDEIDFTPPAEDTPSIQSPAEVFTLSVPNISLPAPSQFQASVEGLKSQVARHSLNYIQEIGSGWFGKVLLGETYTGTSVARVIVKELKVSASPKEQDTFLKSGEPYYILQHPNVLQCVGQCVEAIPYLLVFEFCDLGDLKAYLHNEQEHVRGDSQTMLLQRMACEIAAGLAAMHKLHFLHSDLALRNCYLTSDLNVKVGDYGIGFSRYKEDYIETDDK.... Result: 1 (interaction). (3) The miRNA is hsa-miR-149-3p with sequence AGGGAGGGACGGGGGCUGUGC. The protein sequence of the target gene is MDSRLQEIRERQKLRRQLLAQQLGAESADSIGAVLNSKDEQREIAETRETCRASYDTSAPNAKRKYLDEGETDEDKMEEYKDELEMQQDEENLPYEEEIYKDSSTFLKGTQSLNPHNDYCQHFVDTGHRPQNFIRDVGLADRFEEYPKLRELIRLKDELIAKSNTPPMYLQADIEAFDIRELTPKFDVILLEPPLEEYYRETGITANEKCWTWDDIMKLEIDEIAAPRSFIFLWCGSGEGLDLGRVCLRKWGYRRCEDICWIKTNKNNPGKTKTLDPKAVFQRTKEHCLMGIKGTVKRST.... Result: 1 (interaction).